From a dataset of Full USPTO retrosynthesis dataset with 1.9M reactions from patents (1976-2016). Predict the reactants needed to synthesize the given product. Given the product [CH3:5][C:3]1[NH:22][C:3]([CH3:5])=[C:2]([C:1]([O:7][C:8]([CH3:11])([CH3:10])[CH3:9])=[O:23])[CH:15]([C:14]2[CH:17]=[CH:18][C:19]([CH3:21])=[CH:20][C:13]=2[CH3:12])[C:2]=1[C:1]([O:7][C:8]([CH3:11])([CH3:10])[CH3:9])=[O:6], predict the reactants needed to synthesize it. The reactants are: [C:1]([O:7][C:8]([CH3:11])([CH3:10])[CH3:9])(=[O:6])[CH2:2][C:3]([CH3:5])=O.[CH3:12][C:13]1[CH:20]=[C:19]([CH3:21])[CH:18]=[CH:17][C:14]=1[CH:15]=O.[NH4+:22].[OH-:23].